This data is from Full USPTO retrosynthesis dataset with 1.9M reactions from patents (1976-2016). The task is: Predict the reactants needed to synthesize the given product. Given the product [Cl:22][C:23]1[CH:34]=[C:33]([Cl:35])[CH:32]=[CH:31][C:24]=1[C:25](=[O:26])[CH2:13][C:14]1[CH:19]=[CH:18][N:17]=[C:16]([S:20][CH3:21])[N:15]=1, predict the reactants needed to synthesize it. The reactants are: C(NC(C)C)(C)C.C([Li])CCC.[CH3:13][C:14]1[CH:19]=[CH:18][N:17]=[C:16]([S:20][CH3:21])[N:15]=1.[Cl:22][C:23]1[CH:34]=[C:33]([Cl:35])[CH:32]=[CH:31][C:24]=1[C:25](N(OC)C)=[O:26].[NH4+].[Cl-].